Dataset: Reaction yield outcomes from USPTO patents with 853,638 reactions. Task: Predict the reaction yield, written as a fraction of the theoretical maximum amount of product (1.0 means a 100% yield; for example, 0.34 means a 34% yield). (1) The reactants are Br[C:2]1[CH:7]=[CH:6][N:5]2[N:8]=[C:9]([C:11]3[CH:16]=[CH:15][CH:14]=[CH:13][C:12]=3[O:17][CH3:18])[N:10]=[C:4]2[CH:3]=1.[C:19](=[O:26])([O:21][C:22]([CH3:25])([CH3:24])[CH3:23])[NH2:20]. No catalyst specified. The product is [C:22]([O:21][C:19](=[O:26])[NH:20][C:2]1[CH:7]=[CH:6][N:5]2[N:8]=[C:9]([C:11]3[CH:16]=[CH:15][CH:14]=[CH:13][C:12]=3[O:17][CH3:18])[N:10]=[C:4]2[CH:3]=1)([CH3:25])([CH3:24])[CH3:23]. The yield is 0.948. (2) The catalyst is CC(C)=O. The yield is 0.989. The product is [Br:1][C:2]1[CH:7]=[C:6]([F:8])[CH:5]=[C:4]([Br:9])[C:3]=1[O:10][CH3:11]. The reactants are [Br:1][C:2]1[CH:7]=[C:6]([F:8])[CH:5]=[C:4]([Br:9])[C:3]=1[OH:10].[C:11](=O)([O-])[O-].[K+].[K+].CI.